Dataset: M1 muscarinic receptor antagonist screen with 61,756 compounds. Task: Binary Classification. Given a drug SMILES string, predict its activity (active/inactive) in a high-throughput screening assay against a specified biological target. (1) The drug is S(=O)(=O)(N(C1CCCCC1)CC(=O)NCC(C)C)c1ccccc1. The result is 0 (inactive). (2) The drug is O(c1c(N2CCN(CC2)CCNC(=O)Nc2c(c(ccc2)C)C)cccc1)C. The result is 0 (inactive).